From a dataset of Reaction yield outcomes from USPTO patents with 853,638 reactions. Predict the reaction yield, written as a fraction of the theoretical maximum amount of product (1.0 means a 100% yield; for example, 0.34 means a 34% yield). (1) The reactants are [CH3:1][Si:2]([CH2:5][O:6][C:7]1[CH:14]=[CH:13][C:10]([CH:11]=O)=[CH:9][CH:8]=1)([CH3:4])[CH3:3].C(=[C:18]([C:22]([O-:24])=[O:23])[C:19]([O-:21])=[O:20])(C)C.N1CC[CH2:28][CH2:27][CH2:26]1.C(O)(=O)C. The catalyst is C1(C)C=CC=CC=1.O. The product is [CH3:26][C:27]1([CH3:28])[O:21][C:19](=[O:20])[C:18](=[CH:11][C:10]2[CH:13]=[CH:14][C:7]([O:6][CH2:5][Si:2]([CH3:4])([CH3:3])[CH3:1])=[CH:8][CH:9]=2)[C:22](=[O:23])[O:24]1. The yield is 0.450. (2) The reactants are [CH2:1]([O:8][C:9]([N:11]1[CH2:14][CH:13]([OH:15])[CH2:12]1)=[O:10])[C:2]1[CH:7]=[CH:6][CH:5]=[CH:4][CH:3]=1.[Cl:16][C:17]1[C:22](Cl)=[N:21][CH:20]=[CH:19][N:18]=1.CS(C)=O.CC(C)([O-])C.[Na+]. The catalyst is O. The product is [Cl:16][C:17]1[C:22]([O:15][CH:13]2[CH2:14][N:11]([C:9]([O:8][CH2:1][C:2]3[CH:7]=[CH:6][CH:5]=[CH:4][CH:3]=3)=[O:10])[CH2:12]2)=[N:21][CH:20]=[CH:19][N:18]=1. The yield is 0.616. (3) The reactants are [CH:1]1([CH2:7][C@H:8]([NH:21][C:22](=[O:31])[C:23]2[CH:28]=[CH:27][CH:26]=[C:25]([CH:29]=[O:30])[CH:24]=2)[CH2:9][N:10]([CH3:20])[C:11](=[O:19])[O:12][CH2:13][CH2:14][Si:15]([CH3:18])([CH3:17])[CH3:16])[CH2:6][CH2:5][CH2:4][CH2:3][CH2:2]1.[Cl:32][C:33]1[CH:34]=[C:35]([Mg]Br)[CH:36]=[CH:37][CH:38]=1. The catalyst is C1COCC1. The product is [Cl:32][C:33]1[CH:38]=[C:37]([CH:29]([OH:30])[C:25]2[CH:24]=[C:23]([CH:28]=[CH:27][CH:26]=2)[C:22]([NH:21][C@@H:8]([CH2:7][CH:1]2[CH2:6][CH2:5][CH2:4][CH2:3][CH2:2]2)[CH2:9][N:10]([CH3:20])[C:11](=[O:19])[O:12][CH2:13][CH2:14][Si:15]([CH3:16])([CH3:17])[CH3:18])=[O:31])[CH:36]=[CH:35][CH:34]=1. The yield is 0.420. (4) The reactants are [CH2:1]([C:4]1[S:5][CH:6]=[CH:7][CH:8]=1)[CH2:2][CH3:3].[Li]CCCC.[CH3:14][Sn:15](Cl)([CH3:17])[CH3:16]. The catalyst is C1COCC1. The product is [CH2:1]([C:4]1[S:5][C:6]([Sn:15]([CH3:17])([CH3:16])[CH3:14])=[CH:7][CH:8]=1)[CH2:2][CH3:3]. The yield is 0.886. (5) The reactants are COC1C=CC(P2(SP(C3C=CC(OC)=CC=3)(=S)S2)=[S:10])=CC=1.[CH3:23][N:24]1[C:28](=O)[CH2:27][CH2:26][C@H:25]1[CH2:30][C:31]#[N:32]. The catalyst is C1C=CC=CC=1. The product is [CH3:23][N:24]1[C:28](=[S:10])[CH2:27][CH2:26][C@H:25]1[CH2:30][C:31]#[N:32]. The yield is 0.806. (6) The reactants are C(OC(=O)[NH:7][CH2:8][CH2:9][CH2:10][N:11]1[CH2:16][CH2:15][CH:14]([N:17]2[CH:30]=[C:29]3[C:20]([NH:21][C:22]4[C:27]([O:28]3)=[CH:26][CH:25]=[C:24]([CH2:31][CH2:32][C:33]3[CH:38]=[CH:37][CH:36]=[C:35]([F:39])[CH:34]=3)[CH:23]=4)=[N:19][C:18]2=[O:40])[CH2:13][CH2:12]1)(C)(C)C.FC(F)(F)C(O)=O. The catalyst is ClCCl. The product is [NH2:7][CH2:8][CH2:9][CH2:10][N:11]1[CH2:16][CH2:15][CH:14]([N:17]2[CH:30]=[C:29]3[C:20]([NH:21][C:22]4[C:27]([O:28]3)=[CH:26][CH:25]=[C:24]([CH2:31][CH2:32][C:33]3[CH:38]=[CH:37][CH:36]=[C:35]([F:39])[CH:34]=3)[CH:23]=4)=[N:19][C:18]2=[O:40])[CH2:13][CH2:12]1. The yield is 0.990.